This data is from Full USPTO retrosynthesis dataset with 1.9M reactions from patents (1976-2016). The task is: Predict the reactants needed to synthesize the given product. (1) Given the product [F:43][C:39]1[CH:38]=[C:37]([NH:36][CH2:35][CH2:34][NH:1][CH:2]2[CH2:3][CH2:4][N:5]([CH2:8][C@H:9]3[N:19]4[C:20]5[N:11]([C:12](=[O:22])[CH:13]=[CH:14][C:15]=5[CH:16]=[CH:17][C:18]4=[O:21])[CH2:10]3)[CH2:6][CH2:7]2)[CH:42]=[CH:41][CH:40]=1, predict the reactants needed to synthesize it. The reactants are: [NH2:1][CH:2]1[CH2:7][CH2:6][N:5]([CH2:8][C@H:9]2[N:19]3[C:20]4[N:11]([C:12](=[O:22])[CH:13]=[CH:14][C:15]=4[CH:16]=[CH:17][C:18]3=[O:21])[CH2:10]2)[CH2:4][CH2:3]1.C(=O)([O-])[O-].[K+].[K+].CS(O[CH2:34][CH2:35][NH:36][C:37]1[CH:42]=[CH:41][CH:40]=[C:39]([F:43])[CH:38]=1)(=O)=O. (2) Given the product [C:55]([N:28]1[CH2:29][CH2:30][N:25]([C:31]2[N:36]=[CH:35][C:34]([C:37]3[C:46]4[C:41](=[CH:42][CH:43]=[C:44](/[CH:47]=[C:48]5/[C:49](=[O:54])[NH:50][C:51](=[O:53])[S:52]/5)[CH:45]=4)[N:40]=[CH:39][CH:38]=3)=[CH:33][CH:32]=2)[CH2:26][CH2:27]1)(=[O:58])[CH:56]=[CH2:57], predict the reactants needed to synthesize it. The reactants are: CN(C(ON1N=NC2C=CC=NC1=2)=[N+](C)C)C.F[P-](F)(F)(F)(F)F.[N:25]1([C:31]2[N:36]=[CH:35][C:34]([C:37]3[C:46]4[C:41](=[CH:42][CH:43]=[C:44](/[CH:47]=[C:48]5/[C:49](=[O:54])[NH:50][C:51](=[O:53])[S:52]/5)[CH:45]=4)[N:40]=[CH:39][CH:38]=3)=[CH:33][CH:32]=2)[CH2:30][CH2:29][NH:28][CH2:27][CH2:26]1.[C:55](O)(=[O:58])[CH:56]=[CH2:57]. (3) Given the product [Cl:21][C:19]1[CH:20]=[C:15]([CH2:14][C@H:9]([NH:8][C:6](=[O:7])[O:5][C:1]([CH3:3])([CH3:2])[CH3:4])[CH2:10][OH:11])[CH:16]=[N:17][C:18]=1[F:22], predict the reactants needed to synthesize it. The reactants are: [C:1]([O:5][C:6]([NH:8][C@@H:9]([CH2:14][C:15]1[CH:16]=[N:17][C:18]([F:22])=[C:19]([Cl:21])[CH:20]=1)[C:10](OC)=[O:11])=[O:7])([CH3:4])([CH3:3])[CH3:2].[BH4-].[Li+].CCO. (4) Given the product [CH3:37][C:36]1[CH:38]=[CH:39][C:33]([S:30]([O:27][C:24]2[CH:25]=[CH:26][N:21]3[N:20]=[CH:19][C:18]([C:15]4[CH:14]=[CH:13][C:12]([C:8]5[N:7]([CH2:6][O:5][CH2:4][CH2:3][Si:2]([CH3:29])([CH3:28])[CH3:1])[CH:11]=[CH:10][N:9]=5)=[CH:17][CH:16]=4)=[C:22]3[N:23]=2)(=[O:32])=[O:31])=[CH:34][CH:35]=1, predict the reactants needed to synthesize it. The reactants are: [CH3:1][Si:2]([CH3:29])([CH3:28])[CH2:3][CH2:4][O:5][CH2:6][N:7]1[CH:11]=[CH:10][N:9]=[C:8]1[C:12]1[CH:17]=[CH:16][C:15]([C:18]2[CH:19]=[N:20][N:21]3[CH:26]=[CH:25][C:24]([OH:27])=[N:23][C:22]=23)=[CH:14][CH:13]=1.[S:30](Cl)([C:33]1[CH:39]=[CH:38][C:36]([CH3:37])=[CH:35][CH:34]=1)(=[O:32])=[O:31].CCN(CC)CC.CCOC(C)=O. (5) Given the product [F:40][C:37]1[CH:38]=[CH:39][C:34]([CH2:33][N:14]([C:15]2[N:16]=[CH:17][CH:18]=[C:19]3[C:23]([CH3:24])=[C:22]([CH2:25][OH:26])[N:21]([CH2:30][CH2:31][CH3:32])[C:20]=23)[C:12](=[O:13])[O:11][C:7]([CH3:8])([CH3:10])[CH3:9])=[C:35]([CH3:41])[CH:36]=1, predict the reactants needed to synthesize it. The reactants are: [H-].[Al+3].[Li+].[H-].[H-].[H-].[C:7]([O:11][C:12]([N:14]([CH2:33][C:34]1[CH:39]=[CH:38][C:37]([F:40])=[CH:36][C:35]=1[CH3:41])[C:15]1[N:16]=[CH:17][CH:18]=[C:19]2[C:23]([CH3:24])=[C:22]([C:25](OCC)=[O:26])[N:21]([CH2:30][CH2:31][CH3:32])[C:20]=12)=[O:13])([CH3:10])([CH3:9])[CH3:8].[OH-].[Na+].